The task is: Predict which catalyst facilitates the given reaction.. This data is from Catalyst prediction with 721,799 reactions and 888 catalyst types from USPTO. (1) The catalyst class is: 12. Reactant: [Cl:1][C:2]1[CH:3]=[C:4]([CH:36]=[CH:37][CH:38]=1)[CH2:5][NH:6][C:7]([C:9]1[N:10]([CH2:30][CH:31](OC)OC)[CH:11]=[C:12]([C:24](=[O:29])[C:25]([CH3:28])([CH3:27])[CH3:26])[C:13](=[O:23])[C:14]=1[O:15]CC1C=CC=CC=1)=[O:8].Cl. Product: [ClH:1].[Cl:1][C:2]1[CH:3]=[C:4]([CH:36]=[CH:37][CH:38]=1)[CH2:5][N:6]1[CH:31]=[CH:30][N:10]2[CH:11]=[C:12]([C:24](=[O:29])[C:25]([CH3:27])([CH3:28])[CH3:26])[C:13](=[O:23])[C:14]([OH:15])=[C:9]2[C:7]1=[O:8]. (2) Reactant: [OH:1][CH:2]([C:6]1[CH:11]=[CH:10][C:9]([C:12]2[N:16]=[C:15]([C:17]3[O:21][N:20]=[C:19]([C:22]4[CH:27]=[CH:26][CH:25]=[CH:24][CH:23]=4)[C:18]=3[C:28]([F:31])([F:30])[F:29])[O:14][N:13]=2)=[CH:8][CH:7]=1)[C:3]([OH:5])=O.CN1CCOCC1.[NH2:39][CH2:40][CH2:41][C:42]([CH3:45])([OH:44])[CH3:43].F[P-](F)(F)(F)(F)F.N1(O[P+](N(C)C)(N(C)C)N(C)C)C2C=CC=CC=2N=N1. Product: [OH:1][CH:2]([C:6]1[CH:11]=[CH:10][C:9]([C:12]2[N:16]=[C:15]([C:17]3[O:21][N:20]=[C:19]([C:22]4[CH:23]=[CH:24][CH:25]=[CH:26][CH:27]=4)[C:18]=3[C:28]([F:31])([F:30])[F:29])[O:14][N:13]=2)=[CH:8][CH:7]=1)[C:3]([NH:39][CH2:40][CH2:41][C:42]([OH:44])([CH3:45])[CH3:43])=[O:5]. The catalyst class is: 3. (3) Reactant: Br[C:2]1[C:3]2[S:20][C:19]3[CH:21]=[CH:22][C:23]([Cl:25])=[CH:24][C:18]=3[C:4]=2[C:5]([NH:8][CH2:9][C:10]2[CH:15]=[CH:14][C:13]([O:16][CH3:17])=[CH:12][CH:11]=2)=[N:6][CH:7]=1.O.[CH3:27][N:28](C=O)C. Product: [Cl:25][C:23]1[CH:22]=[CH:21][C:19]2[S:20][C:3]3[C:2]([C:27]#[N:28])=[CH:7][N:6]=[C:5]([NH:8][CH2:9][C:10]4[CH:15]=[CH:14][C:13]([O:16][CH3:17])=[CH:12][CH:11]=4)[C:4]=3[C:18]=2[CH:24]=1. The catalyst class is: 380. (4) Reactant: C(=O)([O-])O.[Na+].[S:6]=[C:7]1[NH:12][C:11]2[NH:13][CH:14]=[CH:15][C:10]=2[C:9](=[O:16])[N:8]1[C:17]1[CH:22]=[CH:21][C:20]([O:23][C:24]([F:27])([F:26])[F:25])=[CH:19][CH:18]=1.I[CH2:29][CH3:30]. Product: [CH2:29]([S:6][C:7]1[N:8]([C:17]2[CH:18]=[CH:19][C:20]([O:23][C:24]([F:27])([F:26])[F:25])=[CH:21][CH:22]=2)[C:9](=[O:16])[C:10]2[CH:15]=[CH:14][NH:13][C:11]=2[N:12]=1)[CH3:30]. The catalyst class is: 9.